Task: Predict the reactants needed to synthesize the given product.. Dataset: Full USPTO retrosynthesis dataset with 1.9M reactions from patents (1976-2016) (1) The reactants are: [CH3:1][C:2]1[CH:7]=[CH:6][C:5]([C:8]2[CH:13]=[CH:12][C:11]([C:14]3[O:18][N:17]=[C:16]([C:19]4[CH:45]=[CH:44][C:22]([CH2:23][N:24]([CH2:36][C:37]([O:39][C:40]([CH3:43])([CH3:42])[CH3:41])=[O:38])[C:25](=[O:35])[C:26]5[CH:31]=[CH:30][C:29]([N+:32]([O-])=O)=[CH:28][CH:27]=5)=[CH:21][CH:20]=4)[N:15]=3)=[CH:10][CH:9]=2)=[CH:4][CH:3]=1.O.S(S([O-])=O)([O-])=O.[Na+].[Na+]. Given the product [NH2:32][C:29]1[CH:30]=[CH:31][C:26]([C:25]([N:24]([CH2:36][C:37]([O:39][C:40]([CH3:41])([CH3:42])[CH3:43])=[O:38])[CH2:23][C:22]2[CH:21]=[CH:20][C:19]([C:16]3[N:15]=[C:14]([C:11]4[CH:12]=[CH:13][C:8]([C:5]5[CH:6]=[CH:7][C:2]([CH3:1])=[CH:3][CH:4]=5)=[CH:9][CH:10]=4)[O:18][N:17]=3)=[CH:45][CH:44]=2)=[O:35])=[CH:27][CH:28]=1, predict the reactants needed to synthesize it. (2) Given the product [OH:16][CH:13]1[CH2:12][CH2:11][N:10]([C:3]([O:5][C:6]([CH3:9])([CH3:8])[CH3:7])=[O:4])[CH2:15][CH2:14]1, predict the reactants needed to synthesize it. The reactants are: [BH4-].[Na+].[C:3]([N:10]1[CH2:15][CH2:14][C:13](=[O:16])[CH2:12][CH2:11]1)([O:5][C:6]([CH3:9])([CH3:8])[CH3:7])=[O:4]. (3) Given the product [CH:60]1([C@H:49]2[C@H:48]([CH3:63])[C@@H:47]([NH:46][C:36]3[CH:41]=[CH:40][CH:39]=[C:38]([O:42][CH:43]([CH3:45])[CH3:44])[N:37]=3)[C:56]3[C:51](=[CH:52][CH:53]=[CH:54][CH:55]=3)[N:50]2[C:57](=[O:59])[CH3:58])[CH2:61][CH2:62]1, predict the reactants needed to synthesize it. The reactants are: CN(C1C(C2C(P(C3CCCCC3)C3CCCCC3)=CC=CC=2)=CC=CC=1)C.CC(C)([O-])C.[Na+].Br[C:36]1[CH:41]=[CH:40][CH:39]=[C:38]([O:42][CH:43]([CH3:45])[CH3:44])[N:37]=1.[NH2:46][C@H:47]1[C:56]2[C:51](=[CH:52][CH:53]=[CH:54][CH:55]=2)[N:50]([C:57](=[O:59])[CH3:58])[C@@H:49]([CH:60]2[CH2:62][CH2:61]2)[C@@H:48]1[CH3:63]. (4) Given the product [CH2:6]([O:14][C:12]1[C:5]2[CH:6]=[C:7]([C:9](=[O:11])[CH3:10])[O:8][C:4]=2[CH:3]=[C:2]([Cl:1])[CH:13]=1)[C:5]1[CH:12]=[CH:13][CH:2]=[CH:3][CH:4]=1, predict the reactants needed to synthesize it. The reactants are: [Cl:1][C:2]1[CH:13]=[C:12]([OH:14])[C:5]2[CH:6]=[C:7]([C:9](=[O:11])[CH3:10])[O:8][C:4]=2[CH:3]=1.C([O-])([O-])=O.[K+].[K+]. (5) Given the product [CH3:28][C:11]1[N:10]=[C:9]([C:8]2[C:3](=[O:2])[NH:4][C:5]([N:29]3[CH2:33][CH2:32][CH2:31][CH2:30]3)=[N:6][CH:7]=2)[CH:14]=[CH:13][C:12]=1[O:15][C:16]1[CH:21]=[CH:20][N:19]=[C:18]([C:22]2[CH:23]=[N:24][N:25]([CH3:27])[CH:26]=2)[CH:17]=1, predict the reactants needed to synthesize it. The reactants are: C[O:2][C:3]1[C:8]([C:9]2[CH:14]=[CH:13][C:12]([O:15][C:16]3[CH:21]=[CH:20][N:19]=[C:18]([C:22]4[CH:23]=[N:24][N:25]([CH3:27])[CH:26]=4)[CH:17]=3)=[C:11]([CH3:28])[N:10]=2)=[CH:7][N:6]=[C:5]([N:29]2[CH2:33][CH2:32][CH2:31][CH2:30]2)[N:4]=1.Br. (6) Given the product [O:33]=[S:27]1(=[O:34])[CH2:32][CH2:31][CH2:30][CH2:29][N:28]1[C:2]1[N:11]=[C:10]([C:12]([O:14][CH3:15])=[O:13])[C:9]([O:16][S:17]([C:20]2[CH:25]=[CH:24][C:23]([CH3:26])=[CH:22][CH:21]=2)(=[O:19])=[O:18])=[C:8]2[C:3]=1[CH:4]=[CH:5][CH:6]=[N:7]2, predict the reactants needed to synthesize it. The reactants are: Br[C:2]1[N:11]=[C:10]([C:12]([O:14][CH3:15])=[O:13])[C:9]([O:16][S:17]([C:20]2[CH:25]=[CH:24][C:23]([CH3:26])=[CH:22][CH:21]=2)(=[O:19])=[O:18])=[C:8]2[C:3]=1[CH:4]=[CH:5][CH:6]=[N:7]2.[S:27]1(=[O:34])(=[O:33])[CH2:32][CH2:31][CH2:30][CH2:29][NH:28]1.N1C=CC=CC=1C1C=CC=CN=1.O.C(N(CC(O)=O)CC(O)=O)CN(CC(O)=O)CC(O)=O.